Dataset: Reaction yield outcomes from USPTO patents with 853,638 reactions. Task: Predict the reaction yield, written as a fraction of the theoretical maximum amount of product (1.0 means a 100% yield; for example, 0.34 means a 34% yield). (1) The reactants are [C:1]([O:5][C:6]([N:8]1[CH2:14][CH2:13][C:12]2[C:15]([S:20]C(=O)N(C)C)=[C:16]([Cl:19])[CH:17]=[CH:18][C:11]=2[CH2:10][CH2:9]1)=[O:7])([CH3:4])([CH3:3])[CH3:2].[OH-].[K+].[H-].[Na+].Br[C@@H:31]([C:33]1[CH:38]=[CH:37][C:36]([C:39](=[O:45])[CH2:40][C:41]([CH3:44])([CH3:43])[CH3:42])=[CH:35][CH:34]=1)[CH3:32].O[C@H](C1C=CC(C(=O)CC(C)(C)C)=CC=1)C.C1(P(C2C=CC=CC=2)C2C=CC=CC=2)C=CC=CC=1.C1C(=O)N(Br)C(=O)C1. The catalyst is CO.[NH4+].[Cl-].CCOC(C)=O.C1COCC1. The product is [C:1]([O:5][C:6]([N:8]1[CH2:14][CH2:13][C:12]2[C:15]([S:20][C@H:31]([C:33]3[CH:38]=[CH:37][C:36]([C:39](=[O:45])[CH2:40][C:41]([CH3:44])([CH3:43])[CH3:42])=[CH:35][CH:34]=3)[CH3:32])=[C:16]([Cl:19])[CH:17]=[CH:18][C:11]=2[CH2:10][CH2:9]1)=[O:7])([CH3:2])([CH3:3])[CH3:4]. The yield is 0.470. (2) The reactants are [Br:1]Br.[CH3:3][C:4]1[CH:17]=[CH:16][C:7]([C:8]([C:10]2[CH:15]=[CH:14][CH:13]=[CH:12][CH:11]=2)=[O:9])=[CH:6][CH:5]=1. No catalyst specified. The product is [Br:1][CH2:3][C:4]1[CH:17]=[CH:16][C:7]([C:8]([C:10]2[CH:15]=[CH:14][CH:13]=[CH:12][CH:11]=2)=[O:9])=[CH:6][CH:5]=1. The yield is 0.560. (3) The reactants are [BH4-].[Na+].[Br-].[CH2:4]([N+:11]1[CH:16]=[CH:15][C:14]([CH3:17])=[C:13]([NH:18][C:19]([O:21][CH3:22])=[O:20])[CH:12]=1)[C:5]1[CH:10]=[CH:9][CH:8]=[CH:7][CH:6]=1.O. The catalyst is CO. The product is [CH2:4]([N:11]1[CH2:16][CH2:15][C:14]([CH3:17])=[C:13]([NH:18][C:19](=[O:20])[O:21][CH3:22])[CH2:12]1)[C:5]1[CH:6]=[CH:7][CH:8]=[CH:9][CH:10]=1. The yield is 0.660. (4) The reactants are [N:1]12[CH2:8][CH2:7][C:4]([C:9]([C:17]3[CH:22]=[CH:21][CH:20]=[CH:19][CH:18]=3)([C:11]3[CH:16]=[CH:15][CH:14]=[CH:13][CH:12]=3)[OH:10])([CH2:5][CH2:6]1)[CH2:3][CH2:2]2.[Br:23][CH2:24][CH2:25][CH2:26][N:27]1[C:35](=[O:36])[C:34]2[C:29](=[CH:30][CH:31]=[CH:32][CH:33]=2)[C:28]1=[O:37]. The catalyst is CC#N. The product is [Br-:23].[O:37]=[C:28]1[C:29]2[C:34](=[CH:33][CH:32]=[CH:31][CH:30]=2)[C:35](=[O:36])[N:27]1[CH2:26][CH2:25][CH2:24][N+:1]12[CH2:6][CH2:5][C:4]([C:9]([OH:10])([C:17]3[CH:22]=[CH:21][CH:20]=[CH:19][CH:18]=3)[C:11]3[CH:12]=[CH:13][CH:14]=[CH:15][CH:16]=3)([CH2:3][CH2:2]1)[CH2:7][CH2:8]2. The yield is 0.824. (5) The reactants are C(OC([N:8]1[CH2:12][CH2:11][CH:10]([OH:13])[CH2:9]1)=O)(C)(C)C.C1(P(C2C=CC=CC=2)C2C=CC=CC=2)C=CC=CC=1.[Cl:33][C:34]1[CH:39]=[CH:38][C:37](O)=[CH:36][CH:35]=1.N(C(OCC)=O)=NC(OCC)=O. The catalyst is C1COCC1. The product is [Cl:33][C:34]1[CH:39]=[CH:38][C:37]([O:13][CH:10]2[CH2:11][CH2:12][NH:8][CH2:9]2)=[CH:36][CH:35]=1. The yield is 0.880. (6) The reactants are Cl.Cl.[Cl:3][C:4]1[CH:5]=[N:6][C:7]2[NH:8][C:9]3[CH:10]=[CH:11][CH:12]=[C:13]([CH:26]=3)[CH2:14][CH2:15][C:16]3[CH:24]=[C:20]([NH:21][C:22]=1[N:23]=2)[CH:19]=[CH:18][C:17]=3[NH2:25].[Cl:27][C:28]1[CH:29]=[C:30]([CH:34]=[CH:35][CH:36]=1)[C:31](Cl)=[O:32]. No catalyst specified. The product is [ClH:3].[Cl:27][C:28]1[CH:29]=[C:30]([CH:34]=[CH:35][CH:36]=1)[C:31]([NH:25][C:17]1[CH:18]=[CH:19][C:20]2[NH:21][C:22]3[N:23]=[C:7]([NH:8][C:9]4[CH:10]=[CH:11][CH:12]=[C:13]([CH:26]=4)[CH2:14][CH2:15][C:16]=1[CH:24]=2)[N:6]=[CH:5][C:4]=3[Cl:3])=[O:32]. The yield is 0.600. (7) The reactants are NC(C1C=CC2C(=CC=C(OC3C=CC(OC4C=CC=CC=4)=CC=3)C=2)C=1)(CO)CO.[CH2:31]([O:38][C:39]1[CH:64]=[CH:63][C:42]([O:43][C:44]2[CH:45]=[C:46]3[C:51](=[CH:52][CH:53]=2)[CH:50]=[C:49]([C:54]2([NH2:62])[CH2:59][O:58]C(C)(C)[O:56][CH2:55]2)[CH:48]=[CH:47]3)=[CH:41][CH:40]=1)[C:32]1[CH:37]=[CH:36][CH:35]=[CH:34][CH:33]=1. No catalyst specified. The product is [NH2:62][C:54]([C:49]1[CH:48]=[CH:47][C:46]2[C:51](=[CH:52][CH:53]=[C:44]([O:43][C:42]3[CH:63]=[CH:64][C:39]([O:38][CH2:31][C:32]4[CH:37]=[CH:36][CH:35]=[CH:34][CH:33]=4)=[CH:40][CH:41]=3)[CH:45]=2)[CH:50]=1)([CH2:55][OH:56])[CH2:59][OH:58]. The yield is 0.810. (8) The reactants are [Br:1][C:2]1[CH:3]=[CH:4][C:5]([C:8]#[N:9])=[N:6][CH:7]=1.[CH3:10][Mg+].[Br-].[BH4-].[Na+].[OH-].[Na+]. The yield is 0.590. The product is [Br:1][C:2]1[CH:3]=[CH:4][C:5]([CH:8]([NH2:9])[CH3:10])=[N:6][CH:7]=1. The catalyst is C1COCC1.O.CO. (9) The reactants are [O:1]=[C:2]1[N:10]2[C@@H:5]([CH2:6][O:7][C@@H:8]([C:11]([OH:13])=O)[CH2:9]2)[CH2:4][CH2:3]1.C(Cl)(=O)OCC(C)C.Cl.[Cl:23][C:24]1[C:25]([CH2:30][NH2:31])=[N:26][CH:27]=[CH:28][N:29]=1.O. The catalyst is C(Cl)Cl. The product is [Cl:23][C:24]1[C:25]([CH2:30][NH:31][C:11]([C@@H:8]2[O:7][CH2:6][C@H:5]3[CH2:4][CH2:3][C:2](=[O:1])[N:10]3[CH2:9]2)=[O:13])=[N:26][CH:27]=[CH:28][N:29]=1. The yield is 0.298. (10) The reactants are [CH3:1][O:2][C:3]1[CH:4]=[C:5]([P:12](Cl)(Cl)=[O:13])[CH:6]=[CH:7][C:8]=1[N+:9]([O-:11])=[O:10].[CH:16]([Mg]Br)=[CH2:17].[CH2:20]1COC[CH2:21]1. No catalyst specified. The product is [CH:20]([P:12](=[O:13])([CH:16]=[CH2:17])[C:5]1[CH:6]=[CH:7][C:8]([N+:9]([O-:11])=[O:10])=[C:3]([O:2][CH3:1])[CH:4]=1)=[CH2:21]. The yield is 0.750.